This data is from Reaction yield outcomes from USPTO patents with 853,638 reactions. The task is: Predict the reaction yield, written as a fraction of the theoretical maximum amount of product (1.0 means a 100% yield; for example, 0.34 means a 34% yield). (1) The reactants are [C:1]([C:3]1[C:4]([I:17])=[C:5]([C:12]([O:14][CH2:15][CH3:16])=[O:13])[S:6][C:7]=1S(C)(=O)=O)#[N:2].[CH3:18][O:19][C:20]1[CH:27]=[C:26]([O:28][CH3:29])[CH:25]=[CH:24][C:21]=1[CH2:22][NH2:23]. The catalyst is O1CCCC1. The product is [C:1]([C:3]1[C:4]([I:17])=[C:5]([C:12]([O:14][CH2:15][CH3:16])=[O:13])[S:6][C:7]=1[NH:23][CH2:22][C:21]1[CH:24]=[CH:25][C:26]([O:28][CH3:29])=[CH:27][C:20]=1[O:19][CH3:18])#[N:2]. The yield is 0.810. (2) The reactants are [CH3:1][O:2][C:3]1[CH:8]=[C:7](B2OC(C)(C)C(C)(C)O2)[CH:6]=[CH:5][C:4]=1[NH:18][C:19](=[O:25])[O:20][C:21]([CH3:24])([CH3:23])[CH3:22].Br[C:27]1[CH:32]=[CH:31][CH:30]=[CH:29][N:28]=1.C(=O)([O-])[O-].[K+].[K+]. The catalyst is COCCOC.[Pd].C1(P(C2C=CC=CC=2)C2C=CC=CC=2)C=CC=CC=1.C1(P(C2C=CC=CC=2)C2C=CC=CC=2)C=CC=CC=1.C1(P(C2C=CC=CC=2)C2C=CC=CC=2)C=CC=CC=1.C1(P(C2C=CC=CC=2)C2C=CC=CC=2)C=CC=CC=1. The product is [CH3:1][O:2][C:3]1[CH:8]=[C:7]([C:27]2[CH:32]=[CH:31][CH:30]=[CH:29][N:28]=2)[CH:6]=[CH:5][C:4]=1[NH:18][C:19](=[O:25])[O:20][C:21]([CH3:22])([CH3:23])[CH3:24]. The yield is 0.510. (3) The reactants are [Br:1][C:2]1[C:7]([N+:8]([O-])=O)=[CH:6][C:5]([Br:11])=[CH:4][N:3]=1.Cl[Sn]Cl. The catalyst is C(O)C. The product is [Br:1][C:2]1[C:7]([NH2:8])=[CH:6][C:5]([Br:11])=[CH:4][N:3]=1. The yield is 0.674.